This data is from Reaction yield outcomes from USPTO patents with 853,638 reactions. The task is: Predict the reaction yield, written as a fraction of the theoretical maximum amount of product (1.0 means a 100% yield; for example, 0.34 means a 34% yield). (1) The reactants are [Br:1][C:2]1[C:3]([N:21]2[CH2:26][CH2:25][CH2:24][C@@H:23]([NH:27]C(=O)OC(C)(C)C)[CH2:22]2)=[C:4]2[C:10]([NH:11][C:12](=[O:20])[C:13]3[CH:18]=[CH:17][C:16]([CH3:19])=[N:15][CH:14]=3)=[CH:9][NH:8][C:5]2=[N:6][CH:7]=1.C(O)(C(F)(F)F)=O.C(Cl)[Cl:43]. No catalyst specified. The product is [ClH:43].[NH2:27][C@@H:23]1[CH2:24][CH2:25][CH2:26][N:21]([C:3]2[C:2]([Br:1])=[CH:7][N:6]=[C:5]3[NH:8][CH:9]=[C:10]([NH:11][C:12](=[O:20])[C:13]4[CH:18]=[CH:17][C:16]([CH3:19])=[N:15][CH:14]=4)[C:4]=23)[CH2:22]1. The yield is 0.330. (2) The reactants are [Br:1][C:2]1[C:7]([CH:8]=O)=[CH:6][C:5]([Cl:10])=[N:4][CH:3]=1.O.[C:12]([NH2:16])([CH3:15])([CH3:14])[CH3:13]. No catalyst specified. The product is [Br:1][C:2]1[C:7]([CH:8]=[N:16][C:12]([CH3:15])([CH3:14])[CH3:13])=[CH:6][C:5]([Cl:10])=[N:4][CH:3]=1. The yield is 0.870.